From a dataset of Forward reaction prediction with 1.9M reactions from USPTO patents (1976-2016). Predict the product of the given reaction. (1) Given the reactants [F:1][C:2]([F:44])([F:43])[C:3]1[CH:4]=[C:5]([CH:9]([C:33]2[CH:38]=[CH:37][CH:36]=[C:35]([C:39]([F:42])([F:41])[F:40])[CH:34]=2)[C:10]2[S:14][C:13]([C:15]([NH:17][C@@H:18]([CH2:22][CH2:23][CH2:24][NH:25]C(OC(C)(C)C)=O)[C:19]([OH:21])=[O:20])=[O:16])=[CH:12][CH:11]=2)[CH:6]=[CH:7][CH:8]=1.[C:45]([OH:51])([C:47]([F:50])([F:49])[F:48])=[O:46].C([SiH](CC)CC)C, predict the reaction product. The product is: [NH2:25][CH2:24][CH2:23][CH2:22][C@H:18]([NH:17][C:15]([C:13]1[S:14][C:10]([CH:9]([C:5]2[CH:6]=[CH:7][CH:8]=[C:3]([C:2]([F:44])([F:1])[F:43])[CH:4]=2)[C:33]2[CH:38]=[CH:37][CH:36]=[C:35]([C:39]([F:40])([F:41])[F:42])[CH:34]=2)=[CH:11][CH:12]=1)=[O:16])[C:19]([OH:21])=[O:20].[C:45]([OH:51])([C:47]([F:50])([F:49])[F:48])=[O:46]. (2) Given the reactants [NH2:1][C:2]1[CH:7]=[CH:6][CH:5]=[CH:4][CH:3]=1.[Br:8][CH2:9][C:10](Br)=[O:11].C(N(CC)CC)C, predict the reaction product. The product is: [Br:8][CH2:9][C:10]([NH:1][C:2]1[CH:7]=[CH:6][CH:5]=[CH:4][CH:3]=1)=[O:11].